From a dataset of NCI-60 drug combinations with 297,098 pairs across 59 cell lines. Regression. Given two drug SMILES strings and cell line genomic features, predict the synergy score measuring deviation from expected non-interaction effect. (1) Drug 1: CC12CCC3C(C1CCC2O)C(CC4=C3C=CC(=C4)O)CCCCCCCCCS(=O)CCCC(C(F)(F)F)(F)F. Drug 2: C1CC(=O)NC(=O)C1N2C(=O)C3=CC=CC=C3C2=O. Cell line: K-562. Synergy scores: CSS=-2.99, Synergy_ZIP=5.38, Synergy_Bliss=3.03, Synergy_Loewe=-4.57, Synergy_HSA=-6.92. (2) Synergy scores: CSS=14.2, Synergy_ZIP=-4.01, Synergy_Bliss=2.23, Synergy_Loewe=-9.11, Synergy_HSA=0.398. Drug 2: CC12CCC3C(C1CCC2OP(=O)(O)O)CCC4=C3C=CC(=C4)OC(=O)N(CCCl)CCCl.[Na+]. Drug 1: CC1CCC2CC(C(=CC=CC=CC(CC(C(=O)C(C(C(=CC(C(=O)CC(OC(=O)C3CCCCN3C(=O)C(=O)C1(O2)O)C(C)CC4CCC(C(C4)OC)OCCO)C)C)O)OC)C)C)C)OC. Cell line: CCRF-CEM. (3) Drug 1: C1=CC(=CC=C1CC(C(=O)O)N)N(CCCl)CCCl.Cl. Drug 2: C1CN1P(=S)(N2CC2)N3CC3. Cell line: NCI/ADR-RES. Synergy scores: CSS=17.6, Synergy_ZIP=-5.78, Synergy_Bliss=1.84, Synergy_Loewe=-0.404, Synergy_HSA=1.78. (4) Synergy scores: CSS=-4.71, Synergy_ZIP=-4.33, Synergy_Bliss=-3.56, Synergy_Loewe=-6.95, Synergy_HSA=-5.55. Drug 1: CC12CCC3C(C1CCC2O)C(CC4=C3C=CC(=C4)O)CCCCCCCCCS(=O)CCCC(C(F)(F)F)(F)F. Cell line: SF-268. Drug 2: C1CN(CCN1C(=O)CCBr)C(=O)CCBr. (5) Drug 1: CC1=C2C(C(=O)C3(C(CC4C(C3C(C(C2(C)C)(CC1OC(=O)C(C(C5=CC=CC=C5)NC(=O)C6=CC=CC=C6)O)O)OC(=O)C7=CC=CC=C7)(CO4)OC(=O)C)O)C)OC(=O)C. Drug 2: CN1C2=C(C=C(C=C2)N(CCCl)CCCl)N=C1CCCC(=O)O.Cl. Cell line: MALME-3M. Synergy scores: CSS=11.7, Synergy_ZIP=-3.24, Synergy_Bliss=-1.60, Synergy_Loewe=-25.1, Synergy_HSA=-2.30. (6) Drug 1: CC1=C(N=C(N=C1N)C(CC(=O)N)NCC(C(=O)N)N)C(=O)NC(C(C2=CN=CN2)OC3C(C(C(C(O3)CO)O)O)OC4C(C(C(C(O4)CO)O)OC(=O)N)O)C(=O)NC(C)C(C(C)C(=O)NC(C(C)O)C(=O)NCCC5=NC(=CS5)C6=NC(=CS6)C(=O)NCCC[S+](C)C)O. Drug 2: C1C(C(OC1N2C=NC3=C2NC=NCC3O)CO)O. Cell line: A498. Synergy scores: CSS=19.3, Synergy_ZIP=-2.42, Synergy_Bliss=-5.25, Synergy_Loewe=-8.89, Synergy_HSA=-5.03. (7) Drug 1: CC1OCC2C(O1)C(C(C(O2)OC3C4COC(=O)C4C(C5=CC6=C(C=C35)OCO6)C7=CC(=C(C(=C7)OC)O)OC)O)O. Drug 2: CN1C(=O)N2C=NC(=C2N=N1)C(=O)N. Cell line: MALME-3M. Synergy scores: CSS=-0.560, Synergy_ZIP=-2.35, Synergy_Bliss=-0.212, Synergy_Loewe=-18.9, Synergy_HSA=-3.48.